From a dataset of Catalyst prediction with 721,799 reactions and 888 catalyst types from USPTO. Predict which catalyst facilitates the given reaction. (1) Reactant: [O:1]1[C:6]2[CH:7]=[CH:8][C:9]([CH2:11][NH:12][CH2:13][CH2:14][N:15]3[CH2:19][CH2:18][CH2:17][CH:16]3[C:20]3[CH:25]=[C:24]([CH3:26])[N:23]=[C:22]([N:27]4[CH:31]=[CH:30][N:29]=[CH:28]4)[N:21]=3)=[CH:10][C:5]=2[O:4][CH2:3][CH2:2]1.C=O.[C:34](O)(=O)C.C(O[BH-](OC(=O)C)OC(=O)C)(=O)C.[Na+]. Product: [O:1]1[C:6]2[CH:7]=[CH:8][C:9]([CH2:11][N:12]([CH2:13][CH2:14][N:15]3[CH2:19][CH2:18][CH2:17][CH:16]3[C:20]3[CH:25]=[C:24]([CH3:26])[N:23]=[C:22]([N:27]4[CH:31]=[CH:30][N:29]=[CH:28]4)[N:21]=3)[CH3:34])=[CH:10][C:5]=2[O:4][CH2:3][CH2:2]1. The catalyst class is: 5. (2) Reactant: Cl.[NH2:2][CH:3]1[CH:10]2[CH2:11][C:6]3([C:13]([NH2:15])=[O:14])[CH2:7][CH:8]([CH2:12][CH:4]1[CH2:5]3)[CH2:9]2.CCN(C(C)C)C(C)C.[CH3:25][CH:26]1[CH2:31][N:30]([C:32]2[C:37]([Cl:38])=[CH:36][C:35]([Cl:39])=[CH:34][C:33]=2[Cl:40])[S:29](=[O:42])(=[O:41])[N:28]([CH2:43][C:44](O)=[O:45])[CH2:27]1.C(Cl)CCl.C1C=CC2N(O)N=NC=2C=1. Product: [CH3:25][CH:26]1[CH2:31][N:30]([C:32]2[C:37]([Cl:38])=[CH:36][C:35]([Cl:39])=[CH:34][C:33]=2[Cl:40])[S:29](=[O:42])(=[O:41])[N:28]([CH2:43][C:44]([NH:2][CH:3]2[CH:10]3[CH2:11][C:6]4([C:13]([NH2:15])=[O:14])[CH2:7][CH:8]([CH2:12][CH:4]2[CH2:5]4)[CH2:9]3)=[O:45])[CH2:27]1. The catalyst class is: 58. (3) Product: [CH3:1][O:2][C:3](=[O:21])[C:4]1[CH:9]=[CH:8][C:7]([CH3:10])=[C:6]([N:11]2[CH:12]=[C:13]([C:14]3[CH:15]=[N:16][CH:17]=[CH:18][CH:19]=3)[N:23]=[C:22]2[SH:24])[CH:5]=1. Reactant: [CH3:1][O:2][C:3](=[O:21])[C:4]1[CH:9]=[CH:8][C:7]([CH3:10])=[C:6]([NH:11][CH2:12][C:13](=O)[C:14]2[CH:15]=[N:16][CH:17]=[CH:18][CH:19]=2)[CH:5]=1.[C:22]([S-:24])#[N:23].[K+].O.[OH-].[Na+]. The catalyst class is: 52.